This data is from Peptide-MHC class I binding affinity with 185,985 pairs from IEDB/IMGT. The task is: Regression. Given a peptide amino acid sequence and an MHC pseudo amino acid sequence, predict their binding affinity value. This is MHC class I binding data. The peptide sequence is AFSSQGRGSL. The MHC is H-2-Kd with pseudo-sequence H-2-Kd. The binding affinity (normalized) is 0.